Dataset: Forward reaction prediction with 1.9M reactions from USPTO patents (1976-2016). Task: Predict the product of the given reaction. (1) Given the reactants [H-].[Na+].[O:3]1[CH2:7][CH:6]([OH:8])[CH:5]2[O:9][CH2:10][CH:11]([OH:12])[CH:4]12.Br[CH2:14][C:15]1[CH:20]=[CH:19][CH:18]=[CH:17][CH:16]=1, predict the reaction product. The product is: [CH2:14]([O:8][CH:6]1[CH:5]2[O:9][CH2:10][CH:11]([OH:12])[CH:4]2[O:3][CH2:7]1)[C:15]1[CH:20]=[CH:19][CH:18]=[CH:17][CH:16]=1. (2) Given the reactants [NH2:1][C:2]1[S:3][C:4]([C:10]2[C:15]([F:16])=[CH:14][C:13]([C:17]([OH:20])([CH3:19])[CH3:18])=[CH:12][C:11]=2[F:21])=[CH:5][C:6]=1[C:7]([NH2:9])=[O:8].Cl[C:23]1[CH:24]=[CH:25][C:26]2[C:27](=[N:29][O:30][N:31]=2)[N:28]=1, predict the reaction product. The product is: [F:16][C:15]1[CH:14]=[C:13]([C:17]([OH:20])([CH3:18])[CH3:19])[CH:12]=[C:11]([F:21])[C:10]=1[C:4]1[S:3][C:2]([NH:1][C:23]2[CH:24]=[CH:25][C:26]3[C:27](=[N:29][O:30][N:31]=3)[N:28]=2)=[C:6]([C:7]([NH2:9])=[O:8])[CH:5]=1.